Regression. Given a peptide amino acid sequence and an MHC pseudo amino acid sequence, predict their binding affinity value. This is MHC class II binding data. From a dataset of Peptide-MHC class II binding affinity with 134,281 pairs from IEDB. (1) The binding affinity (normalized) is 0.380. The MHC is HLA-DQA10102-DQB10602 with pseudo-sequence HLA-DQA10102-DQB10602. The peptide sequence is AQMNQAFRNIVNMLH. (2) The peptide sequence is LQFNQMMNPSHVKFL. The MHC is H-2-IAb with pseudo-sequence H-2-IAb. The binding affinity (normalized) is 0.193. (3) The binding affinity (normalized) is 0.257. The MHC is DRB1_0101 with pseudo-sequence DRB1_0101. The peptide sequence is GSVSNEKPKRMLPID.